This data is from Full USPTO retrosynthesis dataset with 1.9M reactions from patents (1976-2016). The task is: Predict the reactants needed to synthesize the given product. (1) The reactants are: [Cl:1][C:2]1[CH:7]=[CH:6][C:5]([CH2:8][C:9]([NH2:11])=[S:10])=[CH:4][CH:3]=1.[Cl:12][CH:13](Cl)[C:14](=O)[CH3:15].C(=O)([O-])O.[Na+]. Given the product [Cl:1][C:2]1[CH:3]=[CH:4][C:5]([CH2:8][C:9]2[S:10][CH:15]=[C:14]([CH2:13][Cl:12])[N:11]=2)=[CH:6][CH:7]=1, predict the reactants needed to synthesize it. (2) Given the product [OH:1][NH:2][C:3]([C:5]1[CH:13]=[C:12]2[C:14](=[CH:26][CH:27]=1)[N:11]([CH3:10])[CH:7]=[CH:8]2)=[NH:4], predict the reactants needed to synthesize it. The reactants are: [OH:1][N:2]=[C:3]([C:5]1[CH:13]=[CH:12][C:8]2N[CH:10]=[N:11][C:7]=2C=1)[NH2:4].[CH3:14]N1C2C(=CC(C#N)=CC=2)C=C1.[CH3:26][CH2:27]O. (3) Given the product [Cl:1][C:2]1[CH:7]=[C:6]([Cl:8])[CH:5]=[CH:4][C:3]=1[C:9]1[CH:10]=[C:11]([C:14]([N:16]2[CH2:17][CH2:18][N:19]([C:22](=[O:24])[CH:32]=[CH2:33])[CH2:20][CH2:21]2)=[O:15])[NH:12][CH:13]=1, predict the reactants needed to synthesize it. The reactants are: [Cl:1][C:2]1[CH:7]=[C:6]([Cl:8])[CH:5]=[CH:4][C:3]=1[C:9]1[CH:10]=[C:11]([C:14]([N:16]2[CH2:21][CH2:20][N:19]([C:22]([O:24]C(C)(C)C)=O)[CH2:18][CH2:17]2)=[O:15])[NH:12][CH:13]=1.Cl.CO.[C:32](O)(=O)[CH:33]=C.F[P-](F)(F)(F)(F)F.N1(O[P+](N(C)C)(N(C)C)N(C)C)C2C=CC=CC=2N=N1.CCN(C(C)C)C(C)C. (4) Given the product [CH3:19][O:18][C:13](=[O:17])[C:14]([CH3:16])([CH3:15])[CH2:21][CH2:22][CH2:23][CH:24]([CH3:26])[CH3:25], predict the reactants needed to synthesize it. The reactants are: C(NC(C)C)(C)C.[Li]CCCC.[C:13]([O:18][CH3:19])(=[O:17])[CH:14]([CH3:16])[CH3:15].I[CH2:21][CH2:22][CH2:23][CH:24]([CH3:26])[CH3:25].CN1C(=O)N(C)CCC1. (5) Given the product [C:12]([N:2]1[C:11]2[NH:10][CH2:9][CH2:8][CH2:7][C:6]=2[CH:5]=[CH:4][CH2:3]1)#[N:13], predict the reactants needed to synthesize it. The reactants are: Br[N:2]1[C:11]2[NH:10][CH2:9][CH2:8][CH2:7][C:6]=2[CH:5]=[CH:4][CH2:3]1.[CH3:12][N:13](C=O)C. (6) Given the product [Cl:1][C:2]1[N:11]=[CH:10][C:9]2[N:8]([CH2:12][CH:13]3[CH2:14][CH2:15]3)[C:7](=[O:16])[C@@:6]3([CH3:24])[CH2:17][O:18][CH:19]([CH3:21])[CH2:20][N:5]3[C:4]=2[N:3]=1, predict the reactants needed to synthesize it. The reactants are: [Cl:1][C:2]1[N:11]=[CH:10][C:9]2[N:8]([CH2:12][CH:13]3[CH2:15][CH2:14]3)[C:7](=[O:16])[C@H:6]3[CH2:17][O:18][CH:19]([CH3:21])[CH2:20][N:5]3[C:4]=2[N:3]=1.IC.[CH3:24]C([O-])(C)C.[Na+]. (7) Given the product [CH3:25][N:13]([C:4]1[CH:3]=[C:2]([CH3:1])[N:6]([C:7]2[N:8]=[CH:9][CH:10]=[CH:11][N:12]=2)[N:5]=1)[C:14](=[O:21])[C:15]1[CH:20]=[CH:19][CH:18]=[N:17][CH:16]=1, predict the reactants needed to synthesize it. The reactants are: [CH3:1][C:2]1[N:6]([C:7]2[N:12]=[CH:11][CH:10]=[CH:9][N:8]=2)[N:5]=[C:4]([NH:13][C:14](=[O:21])[C:15]2[CH:20]=[CH:19][CH:18]=[N:17][CH:16]=2)[CH:3]=1.[H-].[Na+].I[CH3:25].